Dataset: Reaction yield outcomes from USPTO patents with 853,638 reactions. Task: Predict the reaction yield, written as a fraction of the theoretical maximum amount of product (1.0 means a 100% yield; for example, 0.34 means a 34% yield). (1) The reactants are [CH:1]([C@@H:4]1[C:9](=[O:10])[NH:8][CH:7]=[CH:6][N:5]1[C:11]([O:13][CH2:14][C:15]1[CH:20]=[CH:19][CH:18]=[CH:17][CH:16]=1)=[O:12])([CH3:3])[CH3:2].[SiH](CC)(CC)CC.C(O)(C(F)(F)F)=O. The catalyst is ClCCCl. The product is [CH:1]([C@@H:4]1[C:9](=[O:10])[NH:8][CH2:7][CH2:6][N:5]1[C:11]([O:13][CH2:14][C:15]1[CH:16]=[CH:17][CH:18]=[CH:19][CH:20]=1)=[O:12])([CH3:3])[CH3:2]. The yield is 0.998. (2) The reactants are [Cl:1][C:2]1[CH:7]=[CH:6][C:5]([CH2:8][S:9][CH3:10])=[CH:4][N:3]=1.ClC1C=CC=C(C(OO)=[O:19])C=1.CO. The catalyst is C(Cl)(Cl)Cl. The product is [Cl:1][C:2]1[CH:7]=[CH:6][C:5]([CH2:8][S:9]([CH3:10])=[O:19])=[CH:4][N:3]=1. The yield is 0.920. (3) The reactants are C[Si]([N-][Si](C)(C)C)(C)C.[Li+].C[Si](C)(C)[CH2:13][C:14]([O:16][CH3:17])=[O:15].[CH2:20]([O:27][C:28]1[CH:29]=[C:30]2[C:34](=[CH:35][CH:36]=1)[C:33](=O)[CH2:32][CH2:31]2)[C:21]1[CH:26]=[CH:25][CH:24]=[CH:23][CH:22]=1.CCOC(C)=O. The catalyst is C1COCC1. The product is [CH2:20]([O:27][C:28]1[CH:29]=[C:30]2[C:34](=[CH:35][CH:36]=1)[C:33](=[CH:13][C:14]([O:16][CH3:17])=[O:15])[CH2:32][CH2:31]2)[C:21]1[CH:22]=[CH:23][CH:24]=[CH:25][CH:26]=1. The yield is 0.700. (4) The reactants are FC([C:4]([O:10][C:11]([C:14]([C:17]([C:20]([C:23]([C:26](F)=[O:27])([F:25])[F:24])([F:22])[F:21])([F:19])[F:18])([F:16])[F:15])([F:13])[F:12])([C:6]([F:9])([F:8])[F:7])[F:5])=O.FC(F)(F)C1(F)[O:35]C1(F)F.FC(F)(C(F)(F)C(F)(F)C(F)(F)C(F)=O)C(F)=O.C(=O)([O-])[O-].[Na+].[Na+].C(=O)=O.S(=O)(=O)(O)O. The catalyst is COCCOCCOC.O. The product is [C:6]([CH:4]([O:10][C:11]([C:14]([C:17]([C:20]([C:23]([C:26]([OH:35])=[O:27])([F:24])[F:25])([F:21])[F:22])([F:19])[F:18])([F:15])[F:16])([F:12])[F:13])[F:5])([F:9])([F:7])[F:8]. The yield is 0.950. (5) The reactants are Br[C:2]1[C:3]([CH3:17])=[C:4]([O:14][CH2:15][CH3:16])[C:5]2[O:9][C:8]([CH3:11])([CH3:10])[CH2:7][C:6]=2[C:12]=1[CH3:13].[F:18][C:19]1[CH:24]=[CH:23][C:22]([N:25]2[CH2:30][CH2:29][NH:28][CH2:27][CH2:26]2)=[CH:21][CH:20]=1. No catalyst specified. The product is [CH2:15]([O:14][C:4]1[C:5]2[O:9][C:8]([CH3:11])([CH3:10])[CH2:7][C:6]=2[C:12]([CH3:13])=[C:2]([N:28]2[CH2:27][CH2:26][N:25]([C:22]3[CH:21]=[CH:20][C:19]([F:18])=[CH:24][CH:23]=3)[CH2:30][CH2:29]2)[C:3]=1[CH3:17])[CH3:16]. The yield is 0.410. (6) The reactants are Cl[C:2]1[N:7]=[N:6][C:5]([C:8]([NH2:10])=[O:9])=[C:4]([NH:11][C:12]2[CH:17]=[CH:16][C:15]([CH3:18])=[C:14]([CH:19]([CH3:21])[CH3:20])[N:13]=2)[CH:3]=1.[NH2:22][C@@H:23]1[CH2:28][CH2:27][CH2:26][CH2:25][C@@H:24]1[NH:29]C(=O)OC(C)(C)C.CN1C(=O)CCC1.C(O)(C(F)(F)F)=O. The catalyst is ClCCl.CO. The product is [NH2:22][C@H:23]1[CH2:28][CH2:27][CH2:26][CH2:25][C@H:24]1[NH:29][C:2]1[N:7]=[N:6][C:5]([C:8]([NH2:10])=[O:9])=[C:4]([NH:11][C:12]2[CH:17]=[CH:16][C:15]([CH3:18])=[C:14]([CH:19]([CH3:21])[CH3:20])[N:13]=2)[CH:3]=1. The yield is 0.240. (7) The catalyst is CO. The reactants are C([O:5][C:6](=[O:37])[C:7]([CH3:36])([O:9][C:10]1[CH:35]=[CH:34][C:13]([C:14]([O:16][CH2:17][C:18]2[N:22]([CH2:23][CH2:24][CH3:25])[N:21]=[C:20]([CH2:26][C:27]3[CH:32]=[CH:31][C:30]([CH3:33])=[CH:29][CH:28]=3)[CH:19]=2)=[O:15])=[CH:12][CH:11]=1)[CH3:8])(C)(C)C.Cl.O1CCOCC1. The product is [CH3:8][C:7]([O:9][C:10]1[CH:11]=[CH:12][C:13]([C:14]([O:16][CH2:17][C:18]2[N:22]([CH2:23][CH2:24][CH3:25])[N:21]=[C:20]([CH2:26][C:27]3[CH:32]=[CH:31][C:30]([CH3:33])=[CH:29][CH:28]=3)[CH:19]=2)=[O:15])=[CH:34][CH:35]=1)([CH3:36])[C:6]([OH:37])=[O:5]. The yield is 0.950.